This data is from Full USPTO retrosynthesis dataset with 1.9M reactions from patents (1976-2016). The task is: Predict the reactants needed to synthesize the given product. Given the product [OH:12][C:9]1[CH:10]=[C:11]2[C:6](=[CH:7][CH:8]=1)[C:5]([C:13]([O:15][CH3:16])=[O:14])=[CH:4][CH:3]=[C:2]2[I:22], predict the reactants needed to synthesize it. The reactants are: N[C:2]1[C:11]2[C:6](=[CH:7][CH:8]=[C:9]([OH:12])[CH:10]=2)[C:5]([C:13]([O:15][CH3:16])=[O:14])=[CH:4][CH:3]=1.Cl.N([O-])=O.[Na+].[I-:22].[K+].